From a dataset of NCI-60 drug combinations with 297,098 pairs across 59 cell lines. Regression. Given two drug SMILES strings and cell line genomic features, predict the synergy score measuring deviation from expected non-interaction effect. (1) Drug 1: CN(C)C1=NC(=NC(=N1)N(C)C)N(C)C. Drug 2: CCC1(C2=C(COC1=O)C(=O)N3CC4=CC5=C(C=CC(=C5CN(C)C)O)N=C4C3=C2)O.Cl. Cell line: OVCAR-5. Synergy scores: CSS=9.77, Synergy_ZIP=-2.60, Synergy_Bliss=2.27, Synergy_Loewe=-17.1, Synergy_HSA=-1.30. (2) Drug 1: C1=CN(C(=O)N=C1N)C2C(C(C(O2)CO)O)O.Cl. Drug 2: C1=NC2=C(N1)C(=S)N=CN2. Cell line: NCIH23. Synergy scores: CSS=53.0, Synergy_ZIP=-7.36, Synergy_Bliss=-8.31, Synergy_Loewe=-2.91, Synergy_HSA=-0.892. (3) Drug 1: C1CC2CC3=C(CC1C24CN(S(=O)(=O)N4)CC(F)(F)F)C=CC(=C3)C=CCN5CCC(CC5)C(F)(F)F. Drug 2: CC1CC2C3CCC4=CC(=O)C=CC4(C3(C(CC2(C1(C(=O)CO)O)C)O)F)C. Cell line: NCIH23. Synergy scores: CSS=19.6, Synergy_ZIP=2.74, Synergy_Bliss=6.14, Synergy_Loewe=2.37, Synergy_HSA=6.27. (4) Drug 1: C1=CC(=CC=C1CCCC(=O)O)N(CCCl)CCCl. Drug 2: C1=NNC2=C1C(=O)NC=N2. Cell line: TK-10. Synergy scores: CSS=7.17, Synergy_ZIP=-4.94, Synergy_Bliss=-8.14, Synergy_Loewe=-11.8, Synergy_HSA=-8.58. (5) Drug 1: C1=NC2=C(N1)C(=S)N=C(N2)N. Drug 2: C(CN)CNCCSP(=O)(O)O. Cell line: NCIH23. Synergy scores: CSS=58.3, Synergy_ZIP=0.0230, Synergy_Bliss=0.0164, Synergy_Loewe=-42.0, Synergy_HSA=1.12. (6) Drug 1: C1=C(C(=O)NC(=O)N1)N(CCCl)CCCl. Drug 2: C#CCC(CC1=CN=C2C(=N1)C(=NC(=N2)N)N)C3=CC=C(C=C3)C(=O)NC(CCC(=O)O)C(=O)O. Cell line: HOP-92. Synergy scores: CSS=27.1, Synergy_ZIP=-8.85, Synergy_Bliss=-4.09, Synergy_Loewe=-3.99, Synergy_HSA=-4.09.